The task is: Predict the product of the given reaction.. This data is from Forward reaction prediction with 1.9M reactions from USPTO patents (1976-2016). (1) Given the reactants [CH:1]([C:3]1[N:8]=[C:7]2[CH2:9][O:10][C:11]3([CH2:14][N:13]([C:15]([O:17][C:18]([CH3:21])([CH3:20])[CH3:19])=[O:16])[CH2:12]3)[C:6]2=[CH:5][CH:4]=1)=O.CO.CC([O-])=O.[Na+].[NH2:29][OH:30].Cl, predict the reaction product. The product is: [OH:30][N:29]=[CH:1][C:3]1[N:8]=[C:7]2[CH2:9][O:10][C:11]3([CH2:14][N:13]([C:15]([O:17][C:18]([CH3:19])([CH3:20])[CH3:21])=[O:16])[CH2:12]3)[C:6]2=[CH:5][CH:4]=1. (2) Given the reactants F[C:2]1[CH:9]=[CH:8][C:7]([CH:10]=[O:11])=[CH:6][C:3]=1[C:4]#[N:5].[F:12][C:13]1[CH:18]=[CH:17][C:16]([OH:19])=[CH:15][C:14]=1[C:20]([F:23])([F:22])[F:21], predict the reaction product. The product is: [F:12][C:13]1[CH:18]=[CH:17][C:16]([O:19][C:2]2[CH:9]=[CH:8][C:7]([CH:10]=[O:11])=[CH:6][C:3]=2[C:4]#[N:5])=[CH:15][C:14]=1[C:20]([F:21])([F:22])[F:23]. (3) Given the reactants [Cl:1][C:2]1[CH:25]=[CH:24][C:5]([O:6][CH:7]2[CH2:12][CH2:11][N:10]([C:13]([C:15]3[CH:16]=[C:17]([CH:21]=[CH:22][CH:23]=3)[C:18](O)=[O:19])=[O:14])[CH2:9][CH2:8]2)=[CH:4][CH:3]=1.[NH2:26][CH2:27][C@H:28]([C:30]1[CH:35]=[CH:34][CH:33]=[CH:32][CH:31]=1)[OH:29], predict the reaction product. The product is: [Cl:1][C:2]1[CH:3]=[CH:4][C:5]([O:6][CH:7]2[CH2:12][CH2:11][N:10]([C:13]([C:15]3[CH:16]=[C:17]([CH:21]=[CH:22][CH:23]=3)[C:18]([NH:26][CH2:27][C@@H:28]([OH:29])[C:30]3[CH:35]=[CH:34][CH:33]=[CH:32][CH:31]=3)=[O:19])=[O:14])[CH2:9][CH2:8]2)=[CH:24][CH:25]=1. (4) Given the reactants [CH3:1][N:2]1[C:10]2[C:5](=[CH:6][C:7]([C:33]([F:36])([F:35])[F:34])=[CH:8][C:9]=2[CH2:11][O:12][CH2:13][C:14]2([C:27]3[CH:32]=[CH:31][CH:30]=[CH:29][CH:28]=3)[CH2:19][CH2:18][N:17](C(OC(C)(C)C)=O)[CH2:16][CH2:15]2)[CH:4]=[N:3]1, predict the reaction product. The product is: [CH3:1][N:2]1[C:10]2[C:5](=[CH:6][C:7]([C:33]([F:36])([F:35])[F:34])=[CH:8][C:9]=2[CH2:11][O:12][CH2:13][C:14]2([C:27]3[CH:32]=[CH:31][CH:30]=[CH:29][CH:28]=3)[CH2:15][CH2:16][NH:17][CH2:18][CH2:19]2)[CH:4]=[N:3]1. (5) Given the reactants FC(F)(F)S([O:6][S:7]([C:10]([F:13])([F:12])[F:11])(=[O:9])=[O:8])(=O)=O.ClCCl.[CH2:19]([C:29]1[CH:30]=[C:31]2[C:36](=[CH:37][CH:38]=1)[CH:35]=[C:34](O)[C:33]([S:40][CH3:41])=[CH:32]2)[CH2:20][CH2:21][CH2:22][CH2:23][CH2:24][CH2:25][CH2:26][CH2:27][CH3:28].N1C=CC=CC=1, predict the reaction product. The product is: [CH2:19]([C:29]1[CH:30]=[C:31]2[C:36](=[CH:37][CH:38]=1)[CH:35]=[C:34]([O:6][S:7]([C:10]([F:11])([F:12])[F:13])(=[O:8])=[O:9])[C:33]([S:40][CH3:41])=[CH:32]2)[CH2:20][CH2:21][CH2:22][CH2:23][CH2:24][CH2:25][CH2:26][CH2:27][CH3:28]. (6) The product is: [OH:2][C:3]1[CH:4]=[C:5]2[C:9](=[CH:10][CH:11]=1)[NH:8][N:7]=[CH:6]2. Given the reactants C[O:2][C:3]1[CH:4]=[C:5]2[C:9](=[CH:10][CH:11]=1)[NH:8][N:7]=[CH:6]2.B(Br)(Br)Br.O.C(=O)([O-])O.[Na+], predict the reaction product. (7) Given the reactants [NH2:1][C:2]1[CH:24]=[CH:23][C:5]([O:6][CH2:7][CH2:8][C:9]2[N:14]=[C:13]([NH:15][C:16](=[O:22])[O:17][C:18]([CH3:21])([CH3:20])[CH3:19])[CH:12]=[CH:11][CH:10]=2)=[CH:4][CH:3]=1.[CH3:25][C:26]1[CH:34]=[CH:33][C:29]([C:30](O)=[O:31])=[C:28]([N:35]2[CH2:40][CH2:39][CH:38]([CH3:41])[CH2:37][CH2:36]2)[CH:27]=1.ON1C2C=CC=CC=2N=N1.Cl.CN(C)CCCN=C=NCC, predict the reaction product. The product is: [CH3:25][C:26]1[CH:34]=[CH:33][C:29]([C:30]([NH:1][C:2]2[CH:3]=[CH:4][C:5]([O:6][CH2:7][CH2:8][C:9]3[N:14]=[C:13]([NH:15][C:16](=[O:22])[O:17][C:18]([CH3:21])([CH3:19])[CH3:20])[CH:12]=[CH:11][CH:10]=3)=[CH:23][CH:24]=2)=[O:31])=[C:28]([N:35]2[CH2:40][CH2:39][CH:38]([CH3:41])[CH2:37][CH2:36]2)[CH:27]=1.